Regression. Given a peptide amino acid sequence and an MHC pseudo amino acid sequence, predict their binding affinity value. This is MHC class I binding data. From a dataset of Peptide-MHC class I binding affinity with 185,985 pairs from IEDB/IMGT. (1) The peptide sequence is IVAPYLFWL. The MHC is HLA-A23:01 with pseudo-sequence HLA-A23:01. The binding affinity (normalized) is 0.623. (2) The peptide sequence is ALSPPLLLL. The MHC is HLA-A02:01 with pseudo-sequence HLA-A02:01. The binding affinity (normalized) is 0.532. (3) The peptide sequence is YTIYGAWMF. The MHC is HLA-B83:01 with pseudo-sequence HLA-B83:01. The binding affinity (normalized) is 0.213.